From a dataset of TCR-epitope binding with 47,182 pairs between 192 epitopes and 23,139 TCRs. Binary Classification. Given a T-cell receptor sequence (or CDR3 region) and an epitope sequence, predict whether binding occurs between them. (1) The epitope is FLYNLLTRV. The TCR CDR3 sequence is CASSLRDGRTDTQYF. Result: 0 (the TCR does not bind to the epitope). (2) The epitope is SGPLKAEIAQRLED. The TCR CDR3 sequence is CASSLAGDRGPNQPQHF. Result: 1 (the TCR binds to the epitope). (3) The epitope is FRYMNSQGL. The TCR CDR3 sequence is CSARGLAGSNTGELFF. Result: 0 (the TCR does not bind to the epitope). (4) The epitope is KLWAQCVQL. The TCR CDR3 sequence is CASSYFSGSSYNEQFF. Result: 1 (the TCR binds to the epitope). (5) The epitope is NQKLIANQF. The TCR CDR3 sequence is CASSEELAVYNEQFF. Result: 0 (the TCR does not bind to the epitope). (6) The epitope is RQLLFVVEV. The TCR CDR3 sequence is CASSPNSGSGSLDEQFF. Result: 1 (the TCR binds to the epitope). (7) The TCR CDR3 sequence is CASSLDPEKGAFF. Result: 0 (the TCR does not bind to the epitope). The epitope is KLNVGDYFV.